From a dataset of Full USPTO retrosynthesis dataset with 1.9M reactions from patents (1976-2016). Predict the reactants needed to synthesize the given product. (1) Given the product [S:1]1[CH:5]=[C:4]([CH:6]([NH:10][C:11]2[CH:12]=[C:13]([CH:14]=[CH:15][CH:16]=2)[C:17]([O:19][CH2:20][CH3:21])=[O:18])[C:7](=[O:9])[O:8][C@@H:53]2[CH:54]3[CH2:57][CH2:58][N:51]([CH2:56][CH2:55]3)[CH2:52]2)[C:3]2[CH:22]=[CH:23][CH:24]=[CH:25][C:2]1=2, predict the reactants needed to synthesize it. The reactants are: [S:1]1[CH:5]=[C:4]([CH:6]([NH:10][C:11]2[CH:16]=[CH:15][CH:14]=[C:13]([C:17]([O:19][CH2:20][CH3:21])=[O:18])[CH:12]=2)[C:7]([OH:9])=[O:8])[C:3]2[CH:22]=[CH:23][CH:24]=[CH:25][C:2]1=2.C1C=CC2N(O)N=NC=2C=1.C1CCC(N=C=NC2CCCCC2)CC1.[N:51]12[CH2:58][CH2:57][CH:54]([CH2:55][CH2:56]1)[C@@H:53](O)[CH2:52]2. (2) Given the product [CH3:31][O:30][C:29]1[CH:28]=[CH:27][C:22]([C:23]([O:25][CH3:26])=[O:24])=[CH:21][C:20]=1[S:17]([N:1]1[CH:5]=[CH:4][C:3]([C:6]2[C:15]3[C:10](=[CH:11][CH:12]=[CH:13][CH:14]=3)[N:9]=[CH:8][CH:7]=2)=[N:2]1)(=[O:18])=[O:19], predict the reactants needed to synthesize it. The reactants are: [NH:1]1[CH:5]=[CH:4][C:3]([C:6]2[C:15]3[C:10](=[CH:11][CH:12]=[CH:13][CH:14]=3)[N:9]=[CH:8][CH:7]=2)=[N:2]1.Cl[S:17]([C:20]1[CH:21]=[C:22]([CH:27]=[CH:28][C:29]=1[O:30][CH3:31])[C:23]([O:25][CH3:26])=[O:24])(=[O:19])=[O:18]. (3) Given the product [OH:25][N:20]1[CH2:21][CH2:22][CH2:23][CH2:24][CH:18]([S:15]([C:12]2[CH:11]=[CH:10][C:9]([C:6]3[CH:7]=[CH:8][C:3]([O:2][CH3:1])=[CH:4][CH:5]=3)=[CH:14][CH:13]=2)(=[O:17])=[O:16])[C:19]1=[O:45], predict the reactants needed to synthesize it. The reactants are: [CH3:1][O:2][C:3]1[CH:8]=[CH:7][C:6]([C:9]2[CH:14]=[CH:13][C:12]([S:15]([CH:18]3[CH2:24][CH2:23][CH2:22][CH2:21][N:20]([O:25]C(C4C=CC=CC=4)(C4C=CC=CC=4)C4C=CC=CC=4)[C:19]3=[O:45])(=[O:17])=[O:16])=[CH:11][CH:10]=2)=[CH:5][CH:4]=1.C(O)(C(F)(F)F)=O. (4) The reactants are: [ClH:1].[CH3:2][C:3]1[C:8]([C:9]2[CH:14]=[CH:13][CH:12]=[C:11]([C:15]([N:17]3[CH2:22][CH2:21][O:20][CH2:19][CH2:18]3)=[O:16])[CH:10]=2)=[CH:7][C:6]([CH2:23][C@H:24]([NH:39][C:40]([C@H:42]2[CH2:47][CH2:46][C@H:45]([CH2:48][NH:49]C(=O)OC(C)(C)C)[CH2:44][CH2:43]2)=[O:41])[C:25](=[O:38])[NH:26][C:27]2[CH:32]=[CH:31][C:30]([C:33]3[NH:37][N:36]=[N:35][N:34]=3)=[CH:29][CH:28]=2)=[CH:5][CH:4]=1.C(#N)C. Given the product [ClH:1].[NH2:49][CH2:48][C@H:45]1[CH2:44][CH2:43][C@H:42]([C:40]([NH:39][C@@H:24]([CH2:23][C:6]2[CH:7]=[C:8]([C:9]3[CH:14]=[CH:13][CH:12]=[C:11]([C:15]([N:17]4[CH2:22][CH2:21][O:20][CH2:19][CH2:18]4)=[O:16])[CH:10]=3)[C:3]([CH3:2])=[CH:4][CH:5]=2)[C:25](=[O:38])[NH:26][C:27]2[CH:32]=[CH:31][C:30]([C:33]3[NH:34][N:35]=[N:36][N:37]=3)=[CH:29][CH:28]=2)=[O:41])[CH2:47][CH2:46]1, predict the reactants needed to synthesize it. (5) Given the product [NH2:1][C@@H:4]1[CH2:9][C:8]([C:10]([O:12][CH3:13])=[O:11])=[CH:7][CH2:6][C@H:5]1[C:15]1[CH:20]=[C:19]([F:21])[C:18]([F:22])=[CH:17][C:16]=1[F:23], predict the reactants needed to synthesize it. The reactants are: [N+:1]([C@@H:4]1[CH2:9][C:8]([C:10]([O:12][CH2:13]C)=[O:11])=[CH:7][CH2:6][C@H:5]1[C:15]1[CH:20]=[C:19]([F:21])[C:18]([F:22])=[CH:17][C:16]=1[F:23])([O-])=O.